This data is from Full USPTO retrosynthesis dataset with 1.9M reactions from patents (1976-2016). The task is: Predict the reactants needed to synthesize the given product. Given the product [CH3:1][O:2][C:3]1[CH:8]=[CH:7][C:6]([C:14](=[O:17])[CH2:15][CH3:16])=[C:5]([CH3:9])[CH:4]=1, predict the reactants needed to synthesize it. The reactants are: [CH3:1][O:2][C:3]1[CH:8]=[CH:7][CH:6]=[C:5]([CH3:9])[CH:4]=1.[Cl-].[Al+3].[Cl-].[Cl-].[C:14](Cl)(=[O:17])[CH2:15][CH3:16].